From a dataset of Retrosynthesis with 50K atom-mapped reactions and 10 reaction types from USPTO. Predict the reactants needed to synthesize the given product. Given the product COc1ccc(S(C)(=O)=O)cc1NC(=S)Nc1cccc2[nH]ncc12, predict the reactants needed to synthesize it. The reactants are: COc1ccc(S(C)(=O)=O)cc1NC(=S)Nc1cccc2c1cnn2C.